Dataset: Full USPTO retrosynthesis dataset with 1.9M reactions from patents (1976-2016). Task: Predict the reactants needed to synthesize the given product. (1) The reactants are: C([O:4][CH2:5][C:6]1[CH:7]=[CH:8][CH:9]=[C:10]2[C:15]=1[CH2:14][N:13]([CH2:16][C:17]([F:20])([F:19])[F:18])[CH2:12][CH2:11]2)(=O)C.CO.C([O-])([O-])=O.[K+].[K+]. Given the product [F:20][C:17]([F:18])([F:19])[CH2:16][N:13]1[CH2:12][CH2:11][C:10]2[C:15](=[C:6]([CH2:5][OH:4])[CH:7]=[CH:8][CH:9]=2)[CH2:14]1, predict the reactants needed to synthesize it. (2) Given the product [NH2:7][C:8]1([C:12]2[CH:13]=[CH:14][C:15]([C:18]3[C:23]([C:24]4[CH:29]=[CH:28][CH:27]=[CH:26][CH:25]=4)=[C:22]([NH:30][CH:31]4[CH2:32][CH2:33]4)[N:21]4[CH:34]=[CH:35][N:36]=[C:20]4[N:19]=3)=[CH:16][CH:17]=2)[CH2:9][CH2:10][CH2:11]1, predict the reactants needed to synthesize it. The reactants are: C(OC(=O)[NH:7][C:8]1([C:12]2[CH:17]=[CH:16][C:15]([C:18]3[C:23]([C:24]4[CH:29]=[CH:28][CH:27]=[CH:26][CH:25]=4)=[C:22]([NH:30][CH:31]4[CH2:33][CH2:32]4)[N:21]4[CH:34]=[CH:35][N:36]=[C:20]4[N:19]=3)=[CH:14][CH:13]=2)[CH2:11][CH2:10][CH2:9]1)(C)(C)C.Cl. (3) The reactants are: [BrH:1].[CH2:2]([C:6]1[CH:12]=[CH:11][CH:10]=[CH:9][C:7]=1N)[CH:3]([CH3:5])[CH3:4].N([O-])=O.[Na+].O.O.O.O.O.O.O.O.O.O.C(=O)([O-])[O-].[Na+].[Na+]. Given the product [Br:1][C:7]1[CH:9]=[CH:10][CH:11]=[CH:12][C:6]=1[CH2:2][CH:3]([CH3:5])[CH3:4], predict the reactants needed to synthesize it. (4) Given the product [CH3:13][C:10]1([CH3:12])[CH2:9][CH2:8][C:7]([CH3:14])([CH3:15])[C:6]2[CH:5]=[C:4]([Se:16][C:17]#[C:18][C:19]3[CH:28]=[CH:27][C:22]([C:23]([O:25][CH3:26])=[O:24])=[CH:21][CH:20]=3)[CH:3]=[C:2]([O:1][CH2:35][C:36]3[CH:43]=[CH:42][CH:41]=[C:38]([CH3:39])[CH:37]=3)[C:11]1=2, predict the reactants needed to synthesize it. The reactants are: [OH:1][C:2]1[C:11]2[C:10]([CH3:13])([CH3:12])[CH2:9][CH2:8][C:7]([CH3:15])([CH3:14])[C:6]=2[CH:5]=[C:4]([Se:16][C:17]#[C:18][C:19]2[CH:28]=[CH:27][C:22]([C:23]([O:25][CH3:26])=[O:24])=[CH:21][CH:20]=2)[CH:3]=1.C(=O)([O-])[O-].[K+].[K+].[CH3:35][C:36]1[CH:37]=[C:38]([CH:41]=[CH:42][CH:43]=1)[CH2:39]Br. (5) Given the product [C:33]([O:32][C:30]([N:14]1[CH2:17][CH:16]([CH2:18][CH2:19][O:20][CH3:21])[CH2:15]1)=[O:31])([CH3:34])([CH3:35])[CH3:36], predict the reactants needed to synthesize it. The reactants are: C([N:14]1[CH2:17][CH:16]([CH2:18][CH2:19][O:20][CH3:21])[CH2:15]1)(C1C=CC=CC=1)C1C=CC=CC=1.[CH3:34][C:33]([O:32][C:30](O[C:30]([O:32][C:33]([CH3:36])([CH3:35])[CH3:34])=[O:31])=[O:31])([CH3:36])[CH3:35]. (6) Given the product [CH3:30][S:27]([C:24]1[CH:23]=[CH:22][C:21]([C:16]23[CH2:17][CH2:18][C:13]([NH:12][C:10]([NH2:9])=[S:11])([CH2:14][CH2:15]2)[CH2:20][CH2:19]3)=[CH:26][CH:25]=1)(=[O:29])=[O:28], predict the reactants needed to synthesize it. The reactants are: C([NH:9][C:10]([NH:12][C:13]12[CH2:20][CH2:19][C:16]([C:21]3[CH:26]=[CH:25][C:24]([S:27]([CH3:30])(=[O:29])=[O:28])=[CH:23][CH:22]=3)([CH2:17][CH2:18]1)[CH2:15][CH2:14]2)=[S:11])(=O)C1C=CC=CC=1.C(=O)([O-])[O-].[K+].[K+]. (7) Given the product [Cl:30][C:27]1[CH:28]=[CH:29][C:24]([C:13]2[C:14]3[C:19](=[CH:18][CH:17]=[CH:16][CH:15]=3)[C:20]([C:23]3[CH:36]=[CH:37][C:32]([Cl:31])=[CH:33][CH:34]=3)=[C:21]([CH3:22])[C:12]=2[CH:6]([O:5][C:1]([CH3:3])([CH3:4])[CH3:2])[C:7]([OH:9])=[O:8])=[CH:25][CH:26]=1, predict the reactants needed to synthesize it. The reactants are: [C:1]([O:5][CH:6]([C:12]1[C:21]([CH3:22])=[C:20]([CH3:23])[C:19]2[C:14](=[CH:15][CH:16]=[CH:17][CH:18]=2)[C:13]=1[C:24]1[CH:29]=[CH:28][C:27]([Cl:30])=[CH:26][CH:25]=1)[C:7]([O:9]CC)=[O:8])([CH3:4])([CH3:3])[CH3:2].[Cl:31][C:32]1[CH:37]=[CH:36]C(B(O)O)=[CH:34][CH:33]=1.